This data is from Reaction yield outcomes from USPTO patents with 853,638 reactions. The task is: Predict the reaction yield, written as a fraction of the theoretical maximum amount of product (1.0 means a 100% yield; for example, 0.34 means a 34% yield). (1) The reactants are [CH2:1]([O:3][C:4](=[O:15])[C:5](O)=[CH:6][C:7]([CH:9]1[CH2:13][CH2:12][CH2:11][CH2:10]1)=[O:8])[CH3:2].Cl.[NH2:17]O. The product is [CH2:1]([O:3][C:4]([C:5]1[CH:6]=[C:7]([CH:9]2[CH2:13][CH2:12][CH2:11][CH2:10]2)[O:8][N:17]=1)=[O:15])[CH3:2]. The catalyst is C(O)C.C1COCC1. The yield is 0.550. (2) The reactants are [Br:1][C:2]1[C:3]([N:31]2[CH2:36][CH2:35][N:34]([CH2:37][C:38]3[N:42]([CH3:43])[CH:41]=[N:40][CH:39]=3)[CH2:33][CH2:32]2)=[C:4]2[N:10]=[C:9]([C:11]3[CH:30]=[CH:29][C:14]([CH2:15][N:16]4[CH2:21][CH2:20][N:19](C(OC(C)(C)C)=O)[CH2:18][CH2:17]4)=[CH:13][CH:12]=3)[NH:8][C:5]2=[N:6][CH:7]=1.C(O)(C(F)(F)F)=O. The catalyst is C(Cl)Cl. The product is [Br:1][C:2]1[C:3]([N:31]2[CH2:32][CH2:33][N:34]([CH2:37][C:38]3[N:42]([CH3:43])[CH:41]=[N:40][CH:39]=3)[CH2:35][CH2:36]2)=[C:4]2[N:10]=[C:9]([C:11]3[CH:30]=[CH:29][C:14]([CH2:15][N:16]4[CH2:21][CH2:20][NH:19][CH2:18][CH2:17]4)=[CH:13][CH:12]=3)[NH:8][C:5]2=[N:6][CH:7]=1. The yield is 0.890. (3) The reactants are OC([C:7]1[CH:12]=[CH:11][C:10]([O:13][CH3:14])=[C:9]([CH:15]([CH3:17])[CH3:16])[CH:8]=1)S(O)(=O)=O.[Na].O.C1(C)C=CC(S(O)(=O)=[O:27])=CC=1.OO.S(S([O-])=O)([O-])=O.[Na+].[Na+]. The catalyst is CO. The product is [CH:15]([C:9]1[CH:8]=[C:7]([OH:27])[CH:12]=[CH:11][C:10]=1[O:13][CH3:14])([CH3:17])[CH3:16]. The yield is 0.667. (4) The reactants are [CH:1]([C:4]1[CH:9]=[CH:8][C:7]([CH:10]2[C:14]3([CH2:19][CH2:18][N:17]([CH3:20])[CH2:16][CH2:15]3)[O:13][C:12]3[C:21]([CH3:28])=[C:22]([CH3:27])[C:23]([NH2:26])=[C:24]([CH3:25])[C:11]2=3)=[CH:6][CH:5]=1)([CH3:3])[CH3:2].[Cl:29][C:30]1[CH:38]=[CH:37][C:33]([C:34](Cl)=[O:35])=[CH:32][CH:31]=1. The catalyst is CO. The product is [Cl:29][C:30]1[CH:38]=[CH:37][C:33]([C:34]([NH:26][C:23]2[C:22]([CH3:27])=[C:21]([CH3:28])[C:12]3[O:13][C:14]4([CH2:19][CH2:18][N:17]([CH3:20])[CH2:16][CH2:15]4)[CH:10]([C:7]4[CH:6]=[CH:5][C:4]([CH:1]([CH3:3])[CH3:2])=[CH:9][CH:8]=4)[C:11]=3[C:24]=2[CH3:25])=[O:35])=[CH:32][CH:31]=1. The yield is 0.580. (5) The reactants are [C:1](=O)([O-])[O-].[Cs+].[Cs+].CB(O)O.ClCCl.[CH:14]([O:17][C:18]([N:20]1[C:26]2[C:27]3[CH2:28][CH2:29][CH2:30][C:31]=3[C:32](Br)=[CH:33][C:25]=2[C@@H:24]([NH:35][CH2:36][C:37]2[CH:42]=[C:41]([C:43]([F:46])([F:45])[F:44])[CH:40]=[C:39]([C:47]([F:50])([F:49])[F:48])[CH:38]=2)[CH2:23][CH2:22][CH2:21]1)=[O:19])([CH3:16])[CH3:15]. The catalyst is O1CCOCC1. The product is [CH:14]([O:17][C:18]([N:20]1[C:26]2[C:27]3[CH2:28][CH2:29][CH2:30][C:31]=3[C:32]([CH3:1])=[CH:33][C:25]=2[C@@H:24]([NH:35][CH2:36][C:37]2[CH:42]=[C:41]([C:43]([F:46])([F:45])[F:44])[CH:40]=[C:39]([C:47]([F:50])([F:49])[F:48])[CH:38]=2)[CH2:23][CH2:22][CH2:21]1)=[O:19])([CH3:16])[CH3:15]. The yield is 0.800.